Dataset: Catalyst prediction with 721,799 reactions and 888 catalyst types from USPTO. Task: Predict which catalyst facilitates the given reaction. (1) Reactant: Br[C:2]1[CH:7]=[CH:6][C:5]([C:8]2[N:12]([CH2:13][C@@H:14]3[CH2:18][CH2:17][N:16]([C:19]([CH:21]4[CH2:23][CH2:22]4)=[O:20])[CH2:15]3)[CH:11]=[N:10][N:9]=2)=[CH:4][CH:3]=1.B1(B2OC(C)(C)C(C)(C)O2)OC(C)(C)C(C)(C)O1.CC([O-])=O.[K+].Br[C:48]1[CH:49]=[C:50]2[C:54](=[CH:55][CH:56]=1)[N:53]([CH3:57])[CH:52]=[CH:51]2.C([O-])([O-])=O.[K+].[K+]. Product: [CH:21]1([C:19]([N:16]2[CH2:17][CH2:18][C@@H:14]([CH2:13][N:12]3[CH:11]=[N:10][N:9]=[C:8]3[C:5]3[CH:6]=[CH:7][C:2]([C:48]4[CH:49]=[C:50]5[C:54](=[CH:55][CH:56]=4)[N:53]([CH3:57])[CH:52]=[CH:51]5)=[CH:3][CH:4]=3)[CH2:15]2)=[O:20])[CH2:23][CH2:22]1. The catalyst class is: 75. (2) Reactant: [C:1]([O:5][C:6](=[O:19])[C@H:7]([CH2:16][CH2:17][OH:18])[NH:8]C(OC(C)(C)C)=O)([CH3:4])(C)C.C1(P(C2C=CC=CC=2)C2C=CC=CC=2)C=CC=CC=1.[F:39][C:40]1[CH:45]=[CH:44][C:43](O)=[CH:42][CH:41]=1.N(C(N(C)C)=O)=NC(N(C)C)=O.[ClH:59]. Product: [ClH:59].[CH2:1]([O:5][C:6](=[O:19])[C@H:7]([CH2:16][CH2:17][O:18][C:43]1[CH:44]=[CH:45][C:40]([F:39])=[CH:41][CH:42]=1)[NH2:8])[CH3:4]. The catalyst class is: 214. (3) Reactant: [CH2:1]([NH:3][C:4]([NH:6][C:7]1[N:12]=[CH:11][C:10]([C:13]2[C:14]([O:23][CH:24]3[CH2:29][CH2:28][N:27]([C:30]([O:32][C:33]([CH3:36])([CH3:35])[CH3:34])=[O:31])[CH2:26][CH2:25]3)=[N:15][CH:16]=[C:17]([C:19]([NH:21][NH2:22])=[O:20])[CH:18]=2)=[C:9]([C:37]2[S:38][CH:39]=[C:40]([C:42]([F:45])([F:44])[F:43])[N:41]=2)[CH:8]=1)=[O:5])[CH3:2].[C:46](Cl)(Cl)=[O:47]. Product: [CH2:1]([NH:3][C:4]([NH:6][C:7]1[N:12]=[CH:11][C:10]([C:13]2[C:14]([O:23][CH:24]3[CH2:25][CH2:26][N:27]([C:30]([O:32][C:33]([CH3:36])([CH3:34])[CH3:35])=[O:31])[CH2:28][CH2:29]3)=[N:15][CH:16]=[C:17]([C:19]3[O:20][C:46](=[O:47])[NH:22][N:21]=3)[CH:18]=2)=[C:9]([C:37]2[S:38][CH:39]=[C:40]([C:42]([F:43])([F:44])[F:45])[N:41]=2)[CH:8]=1)=[O:5])[CH3:2]. The catalyst class is: 7. (4) Reactant: I[C:2]1[C:6]([CH2:7][C:8]2([N:21]=[C:22]=[O:23])[CH2:13][CH2:12][N:11]([C:14]([O:16][C:17]([CH3:20])([CH3:19])[CH3:18])=[O:15])[CH2:10][CH2:9]2)=[CH:5][N:4]([CH:24]([CH3:26])[CH3:25])[N:3]=1.C([Li])(C)(C)C. Product: [CH:24]([N:4]1[CH:5]=[C:6]2[C:2]([C:22](=[O:23])[NH:21][C:8]3([CH2:13][CH2:12][N:11]([C:14]([O:16][C:17]([CH3:20])([CH3:19])[CH3:18])=[O:15])[CH2:10][CH2:9]3)[CH2:7]2)=[N:3]1)([CH3:26])[CH3:25]. The catalyst class is: 7. (5) Product: [CH:2]([C:3]1([CH2:6][NH:7][C:8](=[O:14])[O:9][C:10]([CH3:12])([CH3:11])[CH3:13])[CH2:5][CH2:4]1)=[O:1]. Reactant: [OH:1][CH2:2][C:3]1([CH2:6][NH:7][C:8](=[O:14])[O:9][C:10]([CH3:13])([CH3:12])[CH3:11])[CH2:5][CH2:4]1.C1C=C[NH+]=CC=1.[O-][Cr](Cl)(=O)=O.C(OCC)C. The catalyst class is: 4.